From a dataset of NCI-60 drug combinations with 297,098 pairs across 59 cell lines. Regression. Given two drug SMILES strings and cell line genomic features, predict the synergy score measuring deviation from expected non-interaction effect. (1) Drug 1: CCC1(C2=C(COC1=O)C(=O)N3CC4=CC5=C(C=CC(=C5CN(C)C)O)N=C4C3=C2)O.Cl. Drug 2: N.N.Cl[Pt+2]Cl. Cell line: HS 578T. Synergy scores: CSS=8.08, Synergy_ZIP=-4.02, Synergy_Bliss=-0.814, Synergy_Loewe=-3.10, Synergy_HSA=-0.618. (2) Drug 1: CC1C(C(CC(O1)OC2CC(CC3=C2C(=C4C(=C3O)C(=O)C5=C(C4=O)C(=CC=C5)OC)O)(C(=O)CO)O)N)O.Cl. Drug 2: C1CC(=O)NC(=O)C1N2C(=O)C3=CC=CC=C3C2=O. Cell line: MDA-MB-231. Synergy scores: CSS=2.93, Synergy_ZIP=1.35, Synergy_Bliss=1.81, Synergy_Loewe=2.22, Synergy_HSA=1.01.